Dataset: Catalyst prediction with 721,799 reactions and 888 catalyst types from USPTO. Task: Predict which catalyst facilitates the given reaction. (1) Reactant: C([O:3][C:4]([C:6]1[CH:7]=[N:8][N:9]([C:11]2[CH:16]=[C:15]([Cl:17])[CH:14]=[CH:13][C:12]=2[NH:18][S:19]([C:22]2[CH:27]=[CH:26][C:25]([C:28]([CH3:31])([CH3:30])[CH3:29])=[CH:24][CH:23]=2)(=[O:21])=[O:20])[CH:10]=1)=O)C.[H-].[H-].[H-].[H-].[Li+].[Al+3].[O-]S([O-])(=O)=O.[Na+].[Na+]. Product: [C:28]([C:25]1[CH:24]=[CH:23][C:22]([S:19]([NH:18][C:12]2[CH:13]=[CH:14][C:15]([Cl:17])=[CH:16][C:11]=2[N:9]2[CH:10]=[C:6]([CH2:4][OH:3])[CH:7]=[N:8]2)(=[O:21])=[O:20])=[CH:27][CH:26]=1)([CH3:31])([CH3:29])[CH3:30]. The catalyst class is: 1. (2) Reactant: Br[C:2]1[CH:7]=[CH:6][C:5]([O:8][CH2:9][O:10][CH3:11])=[CH:4][C:3]=1[O:12][CH2:13][O:14][CH3:15].CN(C)CCN(C)C.C([Li])CCC.[Si:29]([O:36][C:37]1[CH:42]=[CH:41][C:40]([CH:43]2[CH2:48][CH2:47][C:46](=[O:49])[CH2:45][CH2:44]2)=[CH:39][CH:38]=1)([C:32]([CH3:35])([CH3:34])[CH3:33])([CH3:31])[CH3:30]. Product: [Si:29]([O:36][C:37]1[CH:38]=[CH:39][C:40]([CH:43]2[CH2:48][CH2:47][C:46]([C:2]3[CH:7]=[CH:6][C:5]([O:8][CH2:9][O:10][CH3:11])=[CH:4][C:3]=3[O:12][CH2:13][O:14][CH3:15])([OH:49])[CH2:45][CH2:44]2)=[CH:41][CH:42]=1)([C:32]([CH3:35])([CH3:34])[CH3:33])([CH3:31])[CH3:30]. The catalyst class is: 7. (3) Reactant: COS([O-])(=O)=O.C(N(CC)C=[N+](CC)CC)C.CC(C)([O-])C.[K+].[C:24]([O:28][C:29]([N:31]1[C:35](=[O:36])[CH2:34][CH2:33][C@H:32]1CC1C=CC(C2C=CC=CC=2)=CC=1)=[O:30])([CH3:27])([CH3:26])[CH3:25].C(OC(C)C)(=O)C. Product: [C:24]([O:28][C:29]([N:31]1[CH2:32][CH2:33][CH2:34][C:35]1=[O:36])=[O:30])([CH3:27])([CH3:25])[CH3:26]. The catalyst class is: 1. (4) Reactant: [CH2:1]([C:5]1([O:30][CH3:31])[CH2:10][CH2:9][N:8]([C:11]2[CH:16]=[CH:15][C:14]([C:17]3[S:21][C:20]([C:22]4[CH:27]=[CH:26][C:25]([CH2:28][OH:29])=[CH:24][CH:23]=4)=[N:19][N:18]=3)=[CH:13][CH:12]=2)[CH2:7][CH2:6]1)[CH2:2][CH2:3][CH3:4]. The catalyst class is: 22. Product: [CH2:1]([C:5]1([O:30][CH3:31])[CH2:6][CH2:7][N:8]([C:11]2[CH:16]=[CH:15][C:14]([C:17]3[S:21][C:20]([C:22]4[CH:23]=[CH:24][C:25]([CH:28]=[O:29])=[CH:26][CH:27]=4)=[N:19][N:18]=3)=[CH:13][CH:12]=2)[CH2:9][CH2:10]1)[CH2:2][CH2:3][CH3:4]. (5) Reactant: [CH3:1][C:2]([S@:5]([NH2:7])=[O:6])([CH3:4])[CH3:3].[CH2:8]1[CH:10]([CH:11](O)C#N)[CH2:9]1. Product: [CH:10]1(/[CH:11]=[N:7]/[S@@:5]([C:2]([CH3:4])([CH3:3])[CH3:1])=[O:6])[CH2:8][CH2:9]1. The catalyst class is: 220. (6) Reactant: [Cl:1][C:2]1[C:3]2[C:48]([F:49])=[CH:47][CH:46]=[C:45]([F:50])[C:4]=2[S:5][C:6]=1[C:7]([N:9]([CH2:25][C:26]1[CH:27]=[C:28]([C:34]2[CH:39]=[CH:38][C:37]([CH2:40][S:41]([CH3:44])(=[O:43])=[O:42])=[CH:36][CH:35]=2)[CH:29]=[CH:30][C:31]=1[O:32][CH3:33])[CH:10]1[CH2:15][CH2:14][CH:13]([N:16](C)[C:17](=O)OC(C)(C)C)[CH2:12][CH2:11]1)=[O:8].Cl.CC(OC)(C)C. Product: [ClH:1].[CH3:44][S:41]([CH2:40][C:37]1[CH:38]=[CH:39][C:34]([C:28]2[CH:29]=[CH:30][C:31]([O:32][CH3:33])=[C:26]([CH2:25][N:9]([CH:10]3[CH2:11][CH2:12][CH:13]([NH:16][CH3:17])[CH2:14][CH2:15]3)[C:7]([C:6]3[S:5][C:4]4[C:45]([F:50])=[CH:46][CH:47]=[C:48]([F:49])[C:3]=4[C:2]=3[Cl:1])=[O:8])[CH:27]=2)=[CH:35][CH:36]=1)(=[O:42])=[O:43]. The catalyst class is: 2. (7) Reactant: [CH3:1][CH2:2][N:3]([CH2:6][CH2:7][NH:8][C:9]([C:11]1[C:15]([CH3:16])=[C:14](/[CH:17]=[C:18]2/[C:19]3[CH:24]=[C:23]([F:25])[CH:22]=[CH:21][C:20]=3[NH:26][C:27]/2=[O:28])[NH:13][C:12]=1[CH3:29])=[O:10])[CH2:4][CH3:5].[C:30]([OH:38])(=[O:37])[CH:31]([CH2:33][C:34]([OH:36])=[O:35])[OH:32].C1(C)C=CC=CC=1. Product: [CH3:1][CH2:2][N:3]([CH2:6][CH2:7][NH:8][C:9]([C:11]1[C:15]([CH3:16])=[C:14](/[CH:17]=[C:18]2/[C:19]3[CH:24]=[C:23]([F:25])[CH:22]=[CH:21][C:20]=3[NH:26][C:27]/2=[O:28])[NH:13][C:12]=1[CH3:29])=[O:10])[CH2:4][CH3:5].[CH2:33]([C:34]([OH:36])=[O:35])[C@H:31]([OH:32])[C:30]([OH:38])=[O:37]. The catalyst class is: 60. (8) Reactant: [Al+3].[Cl-].[Cl-].[Cl-].[NH2:5][N:6]1[CH2:11][CH2:10][CH2:9][CH2:8][CH2:7]1.C[O:13][C:14]([C:16]1[C:20]([CH2:21][OH:22])=[C:19]([C:23]2[CH:28]=[CH:27][C:26]([OH:29])=[CH:25][CH:24]=2)[N:18]([C:30]2[CH:35]=[CH:34][C:33]([Cl:36])=[CH:32][C:31]=2[Cl:37])[N:17]=1)=O. Product: [N:6]1([NH:5][C:14]([C:16]2[C:20]([CH2:21][OH:22])=[C:19]([C:23]3[CH:28]=[CH:27][C:26]([OH:29])=[CH:25][CH:24]=3)[N:18]([C:30]3[CH:35]=[CH:34][C:33]([Cl:36])=[CH:32][C:31]=3[Cl:37])[N:17]=2)=[O:13])[CH2:11][CH2:10][CH2:9][CH2:8][CH2:7]1. The catalyst class is: 26.